From a dataset of Reaction yield outcomes from USPTO patents with 853,638 reactions. Predict the reaction yield, written as a fraction of the theoretical maximum amount of product (1.0 means a 100% yield; for example, 0.34 means a 34% yield). The reactants are [NH:1]1[CH:5]=[C:4]([C:6]#[N:7])[CH:3]=[C:2]1[C:8]#[N:9].[H-].[Na+].[NH2:12]OP(=O)(C1C=CC=CC=1)C1C=CC=CC=1. The catalyst is CN(C=O)C. The product is [NH2:12][N:1]1[CH:5]=[C:4]([C:6]#[N:7])[CH:3]=[C:2]1[C:8]#[N:9]. The yield is 0.820.